This data is from Peptide-MHC class II binding affinity with 134,281 pairs from IEDB. The task is: Regression. Given a peptide amino acid sequence and an MHC pseudo amino acid sequence, predict their binding affinity value. This is MHC class II binding data. (1) The MHC is HLA-DQA10501-DQB10301 with pseudo-sequence HLA-DQA10501-DQB10301. The binding affinity (normalized) is 0.625. The peptide sequence is INRPTAAAIAYGLDR. (2) The peptide sequence is NFRFMSKGGMRNVFDEVIPT. The MHC is HLA-DPA10301-DPB10402 with pseudo-sequence HLA-DPA10301-DPB10402. The binding affinity (normalized) is 0.394. (3) The peptide sequence is GWPATEVMTAVGLMFAIV. The MHC is DRB1_0301 with pseudo-sequence DRB1_0301. The binding affinity (normalized) is 0.202. (4) The MHC is DRB4_0101 with pseudo-sequence DRB4_0103. The peptide sequence is ERFALNPGLLETSEGCK. The binding affinity (normalized) is 0.393. (5) The peptide sequence is PGARNARLMRALKNQ. The MHC is H-2-IAb with pseudo-sequence H-2-IAb. The binding affinity (normalized) is 0.124. (6) The peptide sequence is ENEYATGAVRPFQAA. The MHC is DRB1_0802 with pseudo-sequence DRB1_0802. The binding affinity (normalized) is 0.0979. (7) The peptide sequence is SKTHLNFERSLKAFF. The MHC is DRB1_1101 with pseudo-sequence DRB1_1101. The binding affinity (normalized) is 0.782. (8) The peptide sequence is ITKGKVDPTDYFRNE. The MHC is DRB1_0405 with pseudo-sequence DRB1_0405. The binding affinity (normalized) is 0.0794. (9) The peptide sequence is LDISLETVAIDRPAE. The MHC is DRB1_0301 with pseudo-sequence DRB1_0301. The binding affinity (normalized) is 0.359. (10) The peptide sequence is IEKIRPLLIEGTASL. The MHC is DRB3_0101 with pseudo-sequence DRB3_0101. The binding affinity (normalized) is 0.399.